Dataset: Full USPTO retrosynthesis dataset with 1.9M reactions from patents (1976-2016). Task: Predict the reactants needed to synthesize the given product. (1) The reactants are: [BH4-].[Na+].[CH:3]1([CH2:6][O:7][C:8]2[CH:9]=[C:10]([C:14]3[C:22]4[C:17](=[CH:18][CH:19]=[C:20]([O:23][CH2:24][CH:25]=[O:26])[CH:21]=4)[N:16]([CH2:27][C:28]4[CH:33]=[CH:32][CH:31]=[C:30]([O:34][CH3:35])[CH:29]=4)[C:15]=3[C:36]([O:38][CH2:39][CH3:40])=[O:37])[CH:11]=[CH:12][CH:13]=2)[CH2:5][CH2:4]1. Given the product [CH:3]1([CH2:6][O:7][C:8]2[CH:9]=[C:10]([C:14]3[C:22]4[C:17](=[CH:18][CH:19]=[C:20]([O:23][CH2:24][CH2:25][OH:26])[CH:21]=4)[N:16]([CH2:27][C:28]4[CH:33]=[CH:32][CH:31]=[C:30]([O:34][CH3:35])[CH:29]=4)[C:15]=3[C:36]([O:38][CH2:39][CH3:40])=[O:37])[CH:11]=[CH:12][CH:13]=2)[CH2:5][CH2:4]1, predict the reactants needed to synthesize it. (2) Given the product [NH2:1][C:2]1[C:10]2[C:5](=[N:6][C:7]([CH3:13])=[C:8]([O:12][C:33]([N:28]3[CH2:32][CH2:31][CH2:30][CH2:29]3)=[O:34])[C:9]=2[CH3:11])[S:4][C:3]=1[C:14]([O:16][C:17]([CH3:20])([CH3:19])[CH3:18])=[O:15], predict the reactants needed to synthesize it. The reactants are: [NH2:1][C:2]1[C:10]2[C:5](=[N:6][C:7]([CH3:13])=[C:8]([OH:12])[C:9]=2[CH3:11])[S:4][C:3]=1[C:14]([O:16][C:17]([CH3:20])([CH3:19])[CH3:18])=[O:15].CCN(CC)CC.[N:28]1([C:33](Cl)=[O:34])[CH2:32][CH2:31][CH2:30][CH2:29]1. (3) Given the product [Cl:1][C:2]1[CH:3]=[C:4]2[C:8](=[CH:9][CH:10]=1)[N:7]([C:11]([C:13]1[CH:14]=[C:15]3[C:20](=[CH:21][C:22]=1[CH3:23])[N:19]1[C:24]([C:27]([CH:29]4[CH2:31][CH2:30]4)=[O:28])=[N:25][N:26]=[C:18]1[C:17](=[O:32])[NH:16]3)=[O:12])[CH2:6][CH2:5]2, predict the reactants needed to synthesize it. The reactants are: [Cl:1][C:2]1[CH:3]=[C:4]2[C:8](=[CH:9][CH:10]=1)[N:7]([C:11]([C:13]1[CH:14]=[C:15]3[C:20](=[CH:21][C:22]=1[CH3:23])[N:19]1[C:24]([CH:27]([CH:29]4[CH2:31][CH2:30]4)[OH:28])=[N:25][N:26]=[C:18]1[C:17](=[O:32])[NH:16]3)=[O:12])[CH2:6][CH2:5]2.ClCCl.CC(OI1(OC(C)=O)(OC(C)=O)OC(=O)C2C=CC=CC1=2)=O.S([O-])([O-])(=O)=S.[Na+].[Na+].